This data is from Full USPTO retrosynthesis dataset with 1.9M reactions from patents (1976-2016). The task is: Predict the reactants needed to synthesize the given product. (1) Given the product [Cl:1][C:2]1[CH:3]=[C:4]([N:9]([C:14]2[C:33]([CH:34]3[CH2:36][CH2:35]3)=[CH:32][C:17]3[C:18]([C:28](=[O:29])[NH:30][CH3:31])=[C:19]([C:21]4[CH:22]=[CH:23][C:24]([F:27])=[CH:25][CH:26]=4)[O:20][C:16]=3[CH:15]=2)[S:10]([CH3:13])(=[O:12])=[O:11])[CH:5]=[CH:6][C:7]=1[O:8][CH2:44][B:45]([OH:49])[OH:46], predict the reactants needed to synthesize it. The reactants are: [Cl:1][C:2]1[CH:3]=[C:4]([N:9]([C:14]2[C:33]([CH:34]3[CH2:36][CH2:35]3)=[CH:32][C:17]3[C:18]([C:28]([NH:30][CH3:31])=[O:29])=[C:19]([C:21]4[CH:26]=[CH:25][C:24]([F:27])=[CH:23][CH:22]=4)[O:20][C:16]=3[CH:15]=2)[S:10]([CH3:13])(=[O:12])=[O:11])[CH:5]=[CH:6][C:7]=1[OH:8].C(=O)([O-])[O-].[K+].[K+].Br[CH2:44][B:45]1[O:49]C(C)(C)C(C)(C)[O:46]1. (2) Given the product [C:10]1([C:9]2[CH:20]=[C:19]([CH2:18][OH:21])[O:17][N:16]=2)[CH:15]=[CH:14][CH:13]=[CH:12][CH:11]=1, predict the reactants needed to synthesize it. The reactants are: C(N(CC)CC)C.Cl[C:9](=[N:16][OH:17])[C:10]1[CH:15]=[CH:14][CH:13]=[CH:12][CH:11]=1.[CH2:18]([OH:21])[C:19]#[CH:20].O. (3) Given the product [S:18]([CH:25]1[CH:30]2[CH2:29][CH2:28][N:27]([CH2:32][CH2:31]2)[CH2:26]1)[C:19]1[CH:20]=[CH:21][CH:22]=[CH:23][CH:24]=1, predict the reactants needed to synthesize it. The reactants are: C1(S)C=CC=CC=1.Cl.ClC1C2CCN(CC2)C1.[S:18]([C@@H:25]1[CH:30]2[CH2:31][CH2:32][N:27]([CH2:28][CH2:29]2)[CH2:26]1)[C:19]1[CH:24]=[CH:23][CH:22]=[CH:21][CH:20]=1. (4) Given the product [Br:16][C:3]1[N:4]=[CH:5][C:6]([NH2:8])=[N:7][C:2]=1[Cl:1], predict the reactants needed to synthesize it. The reactants are: [Cl:1][C:2]1[N:7]=[C:6]([NH2:8])[CH:5]=[N:4][CH:3]=1.C1C(=O)N([Br:16])C(=O)C1. (5) Given the product [Cl:25][C:23]1[N:9]=[C:4]2[C:3]([C:2]([F:1])([F:10])[F:11])=[CH:8][CH:7]=[CH:6][N:5]2[C:21]=1[C:17]1[CH:18]=[CH:19][CH:20]=[C:15]([O:14][CH3:13])[CH:16]=1, predict the reactants needed to synthesize it. The reactants are: [F:1][C:2]([F:11])([F:10])[C:3]1[C:4]([NH2:9])=[N:5][CH:6]=[CH:7][CH:8]=1.O.[CH3:13][O:14][C:15]1[CH:16]=[C:17]([C:21]([CH:23]=O)=O)[CH:18]=[CH:19][CH:20]=1.[Cl:25]CCl. (6) Given the product [S:25]1[CH2:26][CH2:27][S:23][CH:24]1[CH2:31][NH:32][C:2]1[C:3]2[C:10]([C:11]3[CH:16]=[CH:15][CH:14]=[CH:13][CH:12]=3)=[C:9]([C:17]3[CH:22]=[CH:21][CH:20]=[CH:19][CH:18]=3)[O:8][C:4]=2[N:5]=[CH:6][N:7]=1, predict the reactants needed to synthesize it. The reactants are: Br[C:2]1[C:3]2[C:10]([C:11]3[CH:16]=[CH:15][CH:14]=[CH:13][CH:12]=3)=[C:9]([C:17]3[CH:22]=[CH:21][CH:20]=[CH:19][CH:18]=3)[O:8][C:4]=2[N:5]=[CH:6][N:7]=1.[S:23]1[CH2:27][CH2:26][S:25][CH:24]1NC.C[CH2:31][N:32](C(C)C)C(C)C. (7) Given the product [CH2:1]([N:5]([CH2:36][CH2:37][CH2:38][CH3:39])[C:6]([C:8]1[N:13]=[C:12]([C:14]2[CH:23]=[CH:22][C:17]([C:18]([OH:20])=[O:19])=[CH:16][C:15]=2[C:24]([N:26]2[CH2:35][CH2:34][C:33]3[C:28](=[CH:29][CH:30]=[CH:31][CH:32]=3)[CH2:27]2)=[O:25])[CH:11]=[CH:10][CH:9]=1)=[O:7])[CH2:2][CH2:3][CH3:4], predict the reactants needed to synthesize it. The reactants are: [CH2:1]([N:5]([CH2:36][CH2:37][CH2:38][CH3:39])[C:6]([C:8]1[N:13]=[C:12]([C:14]2[CH:23]=[CH:22][C:17]([C:18]([O:20]C)=[O:19])=[CH:16][C:15]=2[C:24]([N:26]2[CH2:35][CH2:34][C:33]3[C:28](=[CH:29][CH:30]=[CH:31][CH:32]=3)[CH2:27]2)=[O:25])[CH:11]=[CH:10][CH:9]=1)=[O:7])[CH2:2][CH2:3][CH3:4].[OH-].[Na+].Cl. (8) The reactants are: [C:1]([O:4][C:5]1[CH:10]=[CH:9][C:8](I)=[CH:7][CH:6]=1)(=[O:3])[CH3:2].[C:12]([C:14]1[O:15][C:16]2[CH:22]=[C:21]([O:23][CH3:24])[CH:20]=[CH:19][C:17]=2[CH:18]=1)#[CH:13].BrC1C=CC(S(NC2CCC3CC2C3(C)C)(=O)=O)=CC=1.C(O)CC#C. Given the product [C:1]([O:4][C:5]1[CH:10]=[CH:9][C:8]([C:13]#[C:12][C:14]2[O:15][C:16]3[CH:22]=[C:21]([O:23][CH3:24])[CH:20]=[CH:19][C:17]=3[CH:18]=2)=[CH:7][CH:6]=1)(=[O:3])[CH3:2], predict the reactants needed to synthesize it. (9) Given the product [CH3:18][O:17][C:16]1[CH:15]=[CH:14][CH:13]=[C:12]([O:19][CH3:20])[C:11]=1[CH:2]1[N:1]([CH2:26][C:25]2[CH:28]=[CH:29][CH:30]=[CH:31][C:24]=2[O:23][C:22]([F:21])([F:32])[F:33])[C:5](=[O:7])[CH:4]([CH3:10])[CH2:3]1, predict the reactants needed to synthesize it. The reactants are: [NH2:1][CH:2]([C:11]1[C:16]([O:17][CH3:18])=[CH:15][CH:14]=[CH:13][C:12]=1[O:19][CH3:20])[CH2:3][CH:4]([CH3:10])[C:5]([O:7]CC)=O.[F:21][C:22]([F:33])([F:32])[O:23][C:24]1[CH:31]=[CH:30][CH:29]=[CH:28][C:25]=1[CH:26]=O.